This data is from Forward reaction prediction with 1.9M reactions from USPTO patents (1976-2016). The task is: Predict the product of the given reaction. Given the reactants [Br:1][C:2]1[C:3]([OH:11])=[C:4]([CH:7]=[C:8]([F:10])[CH:9]=1)C=O.C1C=C(Cl)C=C(C(OO)=[O:20])C=1.[OH-].[Na+].Cl, predict the reaction product. The product is: [Br:1][C:2]1[CH:9]=[C:8]([F:10])[CH:7]=[C:4]([OH:20])[C:3]=1[OH:11].